From a dataset of Full USPTO retrosynthesis dataset with 1.9M reactions from patents (1976-2016). Predict the reactants needed to synthesize the given product. (1) The reactants are: [CH2:1]([O:3][C:4]1[CH:9]=[CH:8][C:7]([F:10])=[CH:6][CH:5]=1)[CH3:2].C([Li])CCC.CCCCCC.C[O:23]B(OC)OC. Given the product [CH2:1]([O:3][C:4]1[CH:5]=[CH:6][C:7]([F:10])=[C:8]([OH:23])[CH:9]=1)[CH3:2], predict the reactants needed to synthesize it. (2) Given the product [CH2:6]([O:5][C:3]([C:2]1[C:1](=[O:9])[N:22]([CH2:21][C:20]2[CH:19]=[CH:18][C:17]([F:16])=[CH:35][CH:34]=2)[C:27]2[C:26]([C:25]=1[OH:24])=[CH:31][CH:30]=[CH:29][CH:28]=2)=[O:4])[CH3:7], predict the reactants needed to synthesize it. The reactants are: [C:1]([O:9]CC)(=O)[CH2:2][C:3]([O:5][CH2:6][CH3:7])=[O:4].[H-].[Na+].[H][H].[F:16][C:17]1[CH:35]=[CH:34][C:20]([CH2:21][N:22]2[C:27]3[CH:28]=[CH:29][CH:30]=[CH:31][C:26]=3[C:25](=O)[O:24]C2=O)=[CH:19][CH:18]=1. (3) Given the product [Cl:1][C:2]1[CH:7]=[CH:6][C:5]([N:8]2[C:17](=[O:18])[C:16]3[C:11](=[CH:12][C:13]([OH:19])=[CH:14][CH:15]=3)[N:10]=[C:9]2[CH:20]([CH3:22])[CH3:21])=[CH:4][C:3]=1[CH2:23][O:25][CH3:27], predict the reactants needed to synthesize it. The reactants are: [Cl:1][C:2]1[CH:7]=[CH:6][C:5]([N:8]2[C:17](=[O:18])[C:16]3[C:11](=[CH:12][C:13]([OH:19])=[CH:14][CH:15]=3)[N:10]=[C:9]2[CH:20]([CH3:22])[CH3:21])=[CH:4][C:3]=1[CH2:23]Cl.[OH-:25].[Na+].[CH3:27]O. (4) The reactants are: [NH2:1][C:2]1[S:6][C:5]2[CH2:7][CH2:8][CH2:9][C:4]=2[C:3]=1[C:10]([O:12]CC)=O.O.[CH:16]([NH2:18])=O. Given the product [N:1]1[C:2]2[S:6][C:5]3[CH2:7][CH2:8][CH2:9][C:4]=3[C:3]=2[C:10](=[O:12])[NH:18][CH:16]=1, predict the reactants needed to synthesize it. (5) Given the product [CH2:16]([C:17]1[CH:18]=[CH:19][C:20]([C:27]#[CH:28])=[CH:21][CH:22]=1)[CH2:15][CH3:12], predict the reactants needed to synthesize it. The reactants are: C(OC(OC1C=C[C:12]([C:15]#[C:16][C:17]2[CH:22]=[CH:21][C:20](OCCC)=[CH:19][CH:18]=2)=CC=1)=O)(C)(C)C.[CH2:27](OC1C=CC(C#C)=CC=1)[CH2:28]C. (6) Given the product [OH:1][C@@H:2]1[CH2:10][C:9]2[C:4](=[CH:5][CH:6]=[CH:7][CH:8]=2)[C@@H:3]1[NH:11][C:19](=[O:28])[CH2:20][CH2:21][C:22]1[CH:27]=[CH:26][CH:25]=[CH:24][CH:23]=1, predict the reactants needed to synthesize it. The reactants are: [OH:1][C@@H:2]1[CH2:10][C:9]2[C:4](=[CH:5][CH:6]=[CH:7][CH:8]=2)[C@@H:3]1[NH2:11].C(N(CC)CC)C.[C:19](Cl)(=[O:28])[CH2:20][CH2:21][C:22]1[CH:27]=[CH:26][CH:25]=[CH:24][CH:23]=1. (7) The reactants are: C([O:5][C:6]([CH2:8][O:9][C:10]1[CH:11]=[CH:12][C:13]2[O:17][C:16]([C:18]([NH:20][C:21]3[CH:26]=[CH:25][C:24]([Cl:27])=[CH:23][N:22]=3)=[O:19])=[C:15]([NH:28][C:29]([C@H:31]3[CH2:36][CH2:35][C@H:34]([N:37]([CH3:39])[CH3:38])[CH2:33][CH2:32]3)=[O:30])[C:14]=2[CH:40]=1)=[O:7])(C)(C)C.C(O)(C)C. Given the product [ClH:27].[C:6]([CH2:8][O:9][C:10]1[CH:11]=[CH:12][C:13]2[O:17][C:16]([C:18]([NH:20][C:21]3[CH:26]=[CH:25][C:24]([Cl:27])=[CH:23][N:22]=3)=[O:19])=[C:15]([NH:28][C:29]([C@H:31]3[CH2:36][CH2:35][C@H:34]([N:37]([CH3:38])[CH3:39])[CH2:33][CH2:32]3)=[O:30])[C:14]=2[CH:40]=1)([OH:7])=[O:5], predict the reactants needed to synthesize it. (8) Given the product [CH:12]([C:8]1[S:9][CH:10]=[CH:11][C:7]=1[B:17]([OH:23])[OH:18])=[O:16], predict the reactants needed to synthesize it. The reactants are: C([Li])CCC.Br[C:7]1[CH:11]=[CH:10][S:9][C:8]=1[CH:12]1[O:16]CCO1.[B:17]([O-])([O-:23])[O:18]CCCC.Cl. (9) Given the product [Br:1][C:2]1[CH:17]=[CH:16][CH:15]=[CH:14][C:3]=1[O:4][C:5]1[N:6]=[CH:7][C:8]([NH2:11])=[CH:9][N:10]=1, predict the reactants needed to synthesize it. The reactants are: [Br:1][C:2]1[CH:17]=[CH:16][CH:15]=[CH:14][C:3]=1[O:4][C:5]1[N:10]=[CH:9][C:8]([N+:11]([O-])=O)=[CH:7][N:6]=1.CN(C=O)C.[Sn](Cl)Cl.O.[OH-].[Na+].